From a dataset of Full USPTO retrosynthesis dataset with 1.9M reactions from patents (1976-2016). Predict the reactants needed to synthesize the given product. (1) Given the product [CH2:2]([O:6][C:7]1[CH:8]=[CH:9][C:10]([S:13]([N:16]([CH2:25][C:26]#[C:27][CH2:28][N:29]2[CH2:30][CH2:31][N:32]([CH3:35])[CH2:33][CH2:34]2)[CH:17]([CH:22]([CH3:24])[CH3:23])[C:18]([NH:20][OH:21])=[O:19])(=[O:15])=[O:14])=[CH:11][CH:12]=1)[C:3]#[C:4][CH3:5], predict the reactants needed to synthesize it. The reactants are: Cl.[CH2:2]([O:6][C:7]1[CH:12]=[CH:11][C:10]([S:13]([N:16]([CH2:25][C:26]#[C:27][CH2:28][N:29]2[CH2:34][CH2:33][N:32]([CH3:35])[CH2:31][CH2:30]2)[CH:17]([CH:22]([CH3:24])[CH3:23])[C:18]([NH:20][OH:21])=[O:19])(=[O:15])=[O:14])=[CH:9][CH:8]=1)[C:3]#[C:4][CH3:5].Cl. (2) Given the product [CH:1]1([CH2:6][N:7]([C:10]2[C:19]([CH2:20][OH:21])=[CH:18][C:17]3[C:12](=[CH:13][CH:14]=[CH:15][CH:16]=3)[N:11]=2)[CH2:8][CH3:9])[CH2:5][CH2:4][CH2:3][CH2:2]1, predict the reactants needed to synthesize it. The reactants are: [CH:1]1([CH2:6][N:7]([C:10]2[C:19]([CH:20]=[O:21])=[CH:18][C:17]3[C:12](=[CH:13][CH:14]=[CH:15][CH:16]=3)[N:11]=2)[CH2:8][CH3:9])[CH2:5][CH2:4][CH2:3][CH2:2]1.[BH4-].[Na+].[Cl-].[NH4+].O.